From a dataset of Full USPTO retrosynthesis dataset with 1.9M reactions from patents (1976-2016). Predict the reactants needed to synthesize the given product. (1) Given the product [O:15]1[CH2:16][CH2:17][O:18][C:14]21[CH2:13][CH2:12][C:5]1[C:6]3[C:7]([OH:8])=[N:22][CH:20]=[N:1][C:2]=3[S:3][C:4]=1[CH2:19]2, predict the reactants needed to synthesize it. The reactants are: [NH2:1][C:2]1[S:3][C:4]2[CH2:19][C:14]3([O:18][CH2:17][CH2:16][O:15]3)[CH2:13][CH2:12][C:5]=2[C:6]=1[C:7](OCC)=[O:8].[CH:20]([NH2:22])=O.C([O-])=O.[NH4+]. (2) Given the product [Cl:1][C:2]1[CH:3]=[C:4]([S:8]([NH:11][C:12]2[CH:20]=[CH:19][C:15]([C:16]([O:18][CH:23]([CH3:24])[CH3:22])=[O:17])=[C:14]([OH:21])[CH:13]=2)(=[O:9])=[O:10])[S:5][C:6]=1[Cl:7], predict the reactants needed to synthesize it. The reactants are: [Cl:1][C:2]1[CH:3]=[C:4]([S:8]([NH:11][C:12]2[CH:20]=[CH:19][C:15]([C:16]([OH:18])=[O:17])=[C:14]([OH:21])[CH:13]=2)(=[O:10])=[O:9])[S:5][C:6]=1[Cl:7].[CH3:22][CH:23](O)[CH3:24].